From a dataset of Catalyst prediction with 721,799 reactions and 888 catalyst types from USPTO. Predict which catalyst facilitates the given reaction. Product: [NH2:1][C:2]1[N:7]=[CH:6][N:5]=[C:4]2[N:8]([C@@H:29]3[CH2:34][CH2:33][C@H:32]([C:35]([O:37][CH3:38])=[O:36])[CH2:31][CH2:30]3)[N:9]=[C:10]([C:11]3[CH:16]=[CH:15][C:14]([NH:17][C:18]4[O:19][C:20]5[C:26]([CH3:27])=[CH:25][C:24]([CH3:28])=[CH:23][C:21]=5[N:22]=4)=[CH:13][CH:12]=3)[C:3]=12. The catalyst class is: 5. Reactant: [NH2:1][C:2]1[N:7]=[CH:6][N:5]=[C:4]2[N:8]([C@@H:29]3[CH2:34][CH2:33][C@H:32]([C:35]([O:37][CH2:38]C)=[O:36])[CH2:31][CH2:30]3)[N:9]=[C:10]([C:11]3[CH:16]=[CH:15][C:14]([NH:17][C:18]4[O:19][C:20]5[C:26]([CH3:27])=[CH:25][C:24]([CH3:28])=[CH:23][C:21]=5[N:22]=4)=[CH:13][CH:12]=3)[C:3]=12.C[O-].[Na+].